This data is from Forward reaction prediction with 1.9M reactions from USPTO patents (1976-2016). The task is: Predict the product of the given reaction. (1) Given the reactants [NH2:1][C:2]1[CH:3]=[C:4]([P:8](=[O:15])([O:12][CH2:13][CH3:14])[O:9][CH2:10][CH3:11])[CH:5]=[CH:6][CH:7]=1.[O:16]([C:23]1[CH:31]=[CH:30][C:26]([C:27](O)=[O:28])=[CH:25][CH:24]=1)[C:17]1[CH:22]=[CH:21][CH:20]=[CH:19][CH:18]=1.CCN=C=NCCCN(C)C.Cl, predict the reaction product. The product is: [O:16]([C:23]1[CH:24]=[CH:25][C:26]([C:27]([NH:1][C:2]2[CH:3]=[C:4]([P:8](=[O:15])([O:9][CH2:10][CH3:11])[O:12][CH2:13][CH3:14])[CH:5]=[CH:6][CH:7]=2)=[O:28])=[CH:30][CH:31]=1)[C:17]1[CH:18]=[CH:19][CH:20]=[CH:21][CH:22]=1. (2) Given the reactants [Cl:1][C:2]1[CH:10]=[CH:9][C:5]([C:6]([NH2:8])=O)=[CH:4][N:3]=1.P(Cl)(Cl)(Cl)=O.Cl, predict the reaction product. The product is: [Cl:1][C:2]1[N:3]=[CH:4][C:5]([C:6]#[N:8])=[CH:9][CH:10]=1. (3) The product is: [CH3:27][C:26]1([CH3:28])[N:8]([C:6]([O:5][C:1]([CH3:4])([CH3:2])[CH3:3])=[O:7])[C@@H:9]([C:14]([O:16][CH2:17][C:18]2[CH:19]=[CH:20][CH:21]=[CH:22][CH:23]=2)=[O:15])[CH2:10][CH2:11][CH2:12][O:13]1. Given the reactants [C:1]([O:5][C:6]([NH:8][C@@H:9]([C:14]([O:16][CH2:17][C:18]1[CH:23]=[CH:22][CH:21]=[CH:20][CH:19]=1)=[O:15])[CH2:10][CH2:11][CH2:12][OH:13])=[O:7])([CH3:4])([CH3:3])[CH3:2].CO[C:26](OC)([CH3:28])[CH3:27].CC1C=CC(S([O-])(=O)=O)=CC=1.C1C=C[NH+]=CC=1.O, predict the reaction product. (4) Given the reactants [F:1][C:2]1[CH:7]=[C:6]([N+:8]([O-])=O)[C:5]([F:11])=[CH:4][C:3]=1[CH2:12][C:13]([O:15]CC)=[O:14].Cl[Sn]Cl.[CH3:21][CH2:22]O, predict the reaction product. The product is: [CH2:21]([CH:12]([C:3]1[CH:4]=[C:5]([F:11])[C:6]([NH2:8])=[CH:7][C:2]=1[F:1])[C:13]([OH:15])=[O:14])[CH3:22]. (5) Given the reactants [CH3:1][O:2][C:3]1[CH:8]=[CH:7][C:6]([C:9]2[CH:13]=[C:12]([NH2:14])[O:11][N:10]=2)=[CH:5][CH:4]=1.[Cl:15][C:16]1[CH:21]=[CH:20][C:19]([N:22]=[C:23]=[O:24])=[CH:18][CH:17]=1, predict the reaction product. The product is: [Cl:15][C:16]1[CH:21]=[CH:20][C:19]([NH:22][C:23]([NH:14][C:12]2[O:11][N:10]=[C:9]([C:6]3[CH:5]=[CH:4][C:3]([O:2][CH3:1])=[CH:8][CH:7]=3)[CH:13]=2)=[O:24])=[CH:18][CH:17]=1. (6) Given the reactants C([SiH](CC)CC)C.C(O)(C(F)(F)F)=O.[NH2:15][C:16]1[CH:24]=[CH:23][CH:22]=[C:21]2[C:17]=1[CH:18](O)[N:19]([CH2:26][C:27]1[CH:28]=[C:29]([CH2:33][C:34]#[N:35])[CH:30]=[CH:31][CH:32]=1)[C:20]2=[O:25], predict the reaction product. The product is: [NH2:15][C:16]1[CH:24]=[CH:23][CH:22]=[C:21]2[C:17]=1[CH2:18][N:19]([CH2:26][C:27]1[CH:28]=[C:29]([CH2:33][C:34]#[N:35])[CH:30]=[CH:31][CH:32]=1)[C:20]2=[O:25].